From a dataset of hERG Central: cardiac toxicity at 1µM, 10µM, and general inhibition. Predict hERG channel inhibition at various concentrations. (1) The drug is Cc1ccc2c(c1)cc(CN(CCc1ccccc1)C(=O)N1CCOCC1)c1nnnn12. Results: hERG_inhib (hERG inhibition (general)): blocker. (2) The molecule is CC1CCN(CCCCOc2ccccc2-c2ccccc2)CC1.O=C(O)C(=O)O. Results: hERG_inhib (hERG inhibition (general)): blocker. (3) The drug is O=C(c1ccco1)N1CCCC(c2nc3c(nnn3Cc3cccc(Cl)c3)c(=O)[nH]2)C1. Results: hERG_inhib (hERG inhibition (general)): blocker. (4) Results: hERG_inhib (hERG inhibition (general)): blocker. The compound is C=CCc1ccc(OCC(O)CN2CCCCC2)c(OC)c1. (5) The compound is Cn1c(CS(=O)Cc2c(Cl)cccc2Cl)nnc1SCc1ccc(Cl)cc1. Results: hERG_inhib (hERG inhibition (general)): blocker. (6) The drug is COc1cc(CCC(=O)N2CCN(c3ccccc3)CC2)cc(OC)c1OC. Results: hERG_inhib (hERG inhibition (general)): blocker. (7) The drug is COc1ccc(N(C(=O)c2ccc(Cl)cc2)C2=CC3CCC(C2)N3C)cc1.Cl. Results: hERG_inhib (hERG inhibition (general)): blocker. (8) The molecule is COc1ccc2c(c1)c(C(O)CN1CCC(Cc3ccccc3)CC1)c(C)n2C. Results: hERG_inhib (hERG inhibition (general)): blocker. (9) The drug is CCOC(=O)C1(CCOc2ccccc2)CCN(Cc2ccc(C)s2)CC1. Results: hERG_inhib (hERG inhibition (general)): blocker. (10) The molecule is CCOC(=O)c1cnc2ccc(OCC)cc2c1NCCCN1CCOCC1.Cl. Results: hERG_inhib (hERG inhibition (general)): blocker.